This data is from Full USPTO retrosynthesis dataset with 1.9M reactions from patents (1976-2016). The task is: Predict the reactants needed to synthesize the given product. (1) Given the product [NH2:1][C:2]1[C:3]([CH:22]2[CH2:23][CH2:24][N:25]([C:28]([O:30][C:31]([CH3:34])([CH3:33])[CH3:32])=[O:29])[CH2:26][CH2:27]2)=[CH:4][N:5]([C:9]2[CH:10]=[CH:11][C:12]([O:15][C:16]3[CH:21]=[CH:20][CH:19]=[CH:18][CH:17]=3)=[CH:13][CH:14]=2)[C:6]=1[C:7](=[O:35])[NH2:8], predict the reactants needed to synthesize it. The reactants are: [NH2:1][C:2]1[C:3]([CH:22]2[CH2:27][CH2:26][N:25]([C:28]([O:30][C:31]([CH3:34])([CH3:33])[CH3:32])=[O:29])[CH2:24][CH2:23]2)=[CH:4][N:5]([C:9]2[CH:14]=[CH:13][C:12]([O:15][C:16]3[CH:21]=[CH:20][CH:19]=[CH:18][CH:17]=3)=[CH:11][CH:10]=2)[C:6]=1[C:7]#[N:8].[OH-:35].[Na+].OO.C(Cl)Cl.CO. (2) Given the product [CH3:23][C:17]1[CH:18]=[C:19]([CH3:22])[CH:20]=[CH:21][C:16]=1[N:13]1[CH2:14][CH2:15][N:10]([C:8]([C:5]2[CH:6]=[CH:7][C:2]([N:30]3[C:29]([CH3:35])([CH3:28])[CH2:33][O:32][C:31]3=[O:34])=[CH:3][C:4]=2[S:24]([CH3:27])(=[O:26])=[O:25])=[O:9])[CH2:11][CH2:12]1, predict the reactants needed to synthesize it. The reactants are: Br[C:2]1[CH:7]=[CH:6][C:5]([C:8]([N:10]2[CH2:15][CH2:14][N:13]([C:16]3[CH:21]=[CH:20][C:19]([CH3:22])=[CH:18][C:17]=3[CH3:23])[CH2:12][CH2:11]2)=[O:9])=[C:4]([S:24]([CH3:27])(=[O:26])=[O:25])[CH:3]=1.[CH3:28][C:29]1([CH3:35])[CH2:33][O:32][C:31](=[O:34])[NH:30]1. (3) Given the product [N:30]1[CH:31]=[CH:32][CH:33]=[C:28]([CH2:27][CH2:26][O:25][C:20]2[CH:21]=[C:22]3[C:17](=[CH:18][CH:19]=2)[CH:16]=[C:15]([C:9]2[C:8]4[C:12](=[CH:13][CH:14]=[C:6]([C:4]5[N:5]=[C:40]([CH2:39][N:34]6[CH2:38][CH2:37][CH2:36][CH2:35]6)[NH:42][N:43]=5)[CH:7]=4)[NH:11][N:10]=2)[CH:24]=[CH:23]3)[CH:29]=1, predict the reactants needed to synthesize it. The reactants are: C(O[C:4]([C:6]1[CH:7]=[C:8]2[C:12](=[CH:13][CH:14]=1)[NH:11][N:10]=[C:9]2[C:15]1[CH:24]=[CH:23][C:22]2[C:17](=[CH:18][CH:19]=[C:20]([O:25][CH2:26][CH2:27][C:28]3[CH:29]=[N:30][CH:31]=[CH:32][CH:33]=3)[CH:21]=2)[CH:16]=1)=[NH:5])C.[N:34]1([CH2:39][C:40]([NH:42][NH2:43])=O)[CH2:38][CH2:37][CH2:36][CH2:35]1.C(N(CC)CC)C. (4) Given the product [CH3:21][O:22][C:23](=[O:34])[C:24]1[CH:29]=[CH:28][CH:27]=[CH:26][C:25]=1[O:30][CH2:31][CH2:32][N:12]1[CH2:13][CH2:14][CH:9]([C:8]2[C:9]3[C:10](=[CH:11][N:12]=[CH:13][CH:14]=3)[N:6]([CH2:5][CH2:4][O:3][CH2:1][CH3:2])[CH:7]=2)[CH2:10][CH2:11]1, predict the reactants needed to synthesize it. The reactants are: [CH2:1]([O:3][CH2:4][CH2:5][N:6]1[C:10]2=[CH:11][N:12]=[CH:13][CH:14]=[C:9]2[C:8](N2CCCCC2)=[CH:7]1)[CH3:2].[CH3:21][O:22][C:23](=[O:34])[C:24]1[CH:29]=[CH:28][CH:27]=[CH:26][C:25]=1[O:30][CH2:31][CH2:32]Cl. (5) Given the product [CH:59]1[C:60]2[C:55](=[N:54][C:53]3[C:62]([C:61]=2[C:63]([N:18]2[CH2:19][CH2:20][N:15]([C:11]4[CH:12]=[CH:13][CH:14]=[C:9]([OH:8])[CH:10]=4)[CH2:16][CH2:17]2)=[O:64])=[CH:49][CH:50]=[CH:51][CH:52]=3)[CH:56]=[CH:57][CH:58]=1, predict the reactants needed to synthesize it. The reactants are: CN1CCOCC1.[OH:8][C:9]1[CH:10]=[C:11]([N:15]2[CH2:20][CH2:19][NH:18][CH2:17][CH2:16]2)[CH:12]=[CH:13][CH:14]=1.F[P-](F)(F)(F)(F)F.N1(O[P+](N(C)C)(N(C)C)N(C)C)C2C=CC=CC=2N=N1.O.[CH:49]1[C:62]2[C:53](=[N:54][C:55]3[C:60]([C:61]=2[C:63](O)=[O:64])=[CH:59][CH:58]=[CH:57][CH:56]=3)[CH:52]=[CH:51][CH:50]=1. (6) Given the product [F:26][C:19]1[CH:18]=[C:17]2[C:16](=[C:25]3[C:20]=1[CH:21]=[CH:22][CH:23]=[N:24]3)[NH:15][S:12](=[O:13])(=[O:14])[C:3]1[C:2]2=[CH:7][C:6]([C:8]([F:10])([F:11])[F:9])=[CH:5][CH:4]=1, predict the reactants needed to synthesize it. The reactants are: N[C:2]1[CH:7]=[C:6]([C:8]([F:11])([F:10])[F:9])[CH:5]=[CH:4][C:3]=1[S:12]([NH:15][C:16]1[CH:17]=[CH:18][C:19]([F:26])=[C:20]2[C:25]=1[N:24]=[CH:23][CH:22]=[CH:21]2)(=[O:14])=[O:13].N(OC(C)(C)C)=O.